Dataset: Peptide-MHC class I binding affinity with 185,985 pairs from IEDB/IMGT. Task: Regression. Given a peptide amino acid sequence and an MHC pseudo amino acid sequence, predict their binding affinity value. This is MHC class I binding data. (1) The peptide sequence is MEEALKGLPI. The MHC is HLA-B40:01 with pseudo-sequence HLA-B40:01. The binding affinity (normalized) is 0.588. (2) The peptide sequence is THLEVCFMY. The MHC is HLA-B08:02 with pseudo-sequence HLA-B08:02. The binding affinity (normalized) is 0.0847. (3) The peptide sequence is FLAHLQWFA. The MHC is HLA-A02:02 with pseudo-sequence HLA-A02:02. The binding affinity (normalized) is 1.00. (4) The peptide sequence is NFKHLREFVF. The MHC is HLA-A26:01 with pseudo-sequence HLA-A26:01. The binding affinity (normalized) is 0. (5) The peptide sequence is RERVNINIV. The MHC is HLA-B44:03 with pseudo-sequence HLA-B44:03. The binding affinity (normalized) is 0.0250.